This data is from Full USPTO retrosynthesis dataset with 1.9M reactions from patents (1976-2016). The task is: Predict the reactants needed to synthesize the given product. (1) Given the product [NH2:1][C:2]1[C:7]([C:8]#[N:9])=[C:6]([CH:10]2[CH2:11][CH2:12][O:13][CH2:14][CH2:15]2)[C:5]([C:16]#[N:17])=[C:4]([S:18][CH2:20][C:21]2[N:22]=[C:23]([C:26]3[CH:31]=[CH:30][C:29]([Cl:32])=[CH:28][CH:27]=3)[S:24][CH:25]=2)[N:3]=1, predict the reactants needed to synthesize it. The reactants are: [NH2:1][C:2]1[C:7]([C:8]#[N:9])=[C:6]([CH:10]2[CH2:15][CH2:14][O:13][CH2:12][CH2:11]2)[C:5]([C:16]#[N:17])=[C:4]([SH:18])[N:3]=1.Cl[CH2:20][C:21]1[N:22]=[C:23]([C:26]2[CH:31]=[CH:30][C:29]([Cl:32])=[CH:28][CH:27]=2)[S:24][CH:25]=1.C(=O)(O)[O-].[Na+]. (2) Given the product [CH3:33][O:34][C:35]([CH:37]1[CH2:41][CH:40]([CH2:54][O:1][C:2]2[CH:3]=[CH:4][C:5]([C:8]3[N:16]([CH2:17][O:18][CH2:19][CH2:20][Si:21]([CH3:23])([CH3:22])[CH3:24])[C:15]4[C:14](=[O:25])[N:13]([CH2:26][CH2:27][CH3:28])[C:12](=[O:29])[N:11]([CH2:30][CH2:31][CH3:32])[C:10]=4[N:9]=3)=[CH:6][CH:7]=2)[CH2:39][N:38]1[C:46]([O:48][C:49]([CH3:50])([CH3:51])[CH3:52])=[O:47])=[O:36], predict the reactants needed to synthesize it. The reactants are: [OH:1][C:2]1[CH:7]=[CH:6][C:5]([C:8]2[N:16]([CH2:17][O:18][CH2:19][CH2:20][Si:21]([CH3:24])([CH3:23])[CH3:22])[C:15]3[C:14](=[O:25])[N:13]([CH2:26][CH2:27][CH3:28])[C:12](=[O:29])[N:11]([CH2:30][CH2:31][CH3:32])[C:10]=3[N:9]=2)=[CH:4][CH:3]=1.[CH3:33][O:34][C:35]([C:37]1(C)[CH2:41][CH:40](S(C)(=O)=O)[CH2:39][N:38]1[C:46]([O:48][C:49]([CH3:52])([CH3:51])[CH3:50])=[O:47])=[O:36].[C:54]([O-])([O-])=O.[K+].[K+]. (3) Given the product [F:11][C:7]1[CH:6]=[C:5]([C:3]2[N:12]=[C:13]3[N:18]=[C:17]([NH2:19])[CH:16]=[CH:15][N:14]3[CH:2]=2)[CH:10]=[CH:9][CH:8]=1, predict the reactants needed to synthesize it. The reactants are: Br[CH2:2][C:3]([C:5]1[CH:10]=[CH:9][CH:8]=[C:7]([F:11])[CH:6]=1)=O.[NH2:12][C:13]1[N:18]=[C:17]([NH2:19])[CH:16]=[CH:15][N:14]=1. (4) Given the product [C:36]12([NH:41][C:79]([C:61]3[CH:62]=[C:63]([C:30]4[C:15]5[C:16]([C:26]([NH:27][CH3:28])=[O:29])=[C:17]([C:19]6[CH:24]=[CH:23][C:22]([F:25])=[CH:21][CH:20]=6)[O:18][C:14]=5[CH:13]=[C:12]([CH2:31][S:32]([CH3:35])(=[O:33])=[O:34])[CH:11]=4)[CH:51]=[CH:49][C:50]=3[F:69])=[O:80])[CH2:40][CH:38]([CH2:39]1)[CH2:37]2, predict the reactants needed to synthesize it. The reactants are: FC1C=CC([C:11]2[C:12]([CH2:31][S:32]([CH3:35])(=[O:34])=[O:33])=[CH:13][C:14]3[O:18][C:17]([C:19]4[CH:24]=[CH:23][C:22]([F:25])=[CH:21][CH:20]=4)=[C:16]([C:26](=[O:29])[NH:27][CH3:28])[C:15]=3[CH:30]=2)=CC=1C(O)=O.[C:36]12([NH2:41])[CH2:40][CH:38]([CH2:39]1)[CH2:37]2.Cl.CCN([CH:49]([CH3:51])[CH3:50])C(C)C.CN(C(ON1N=N[C:62]2[CH:63]=CC=N[C:61]1=2)=[N+](C)C)C.[F:69][P-](F)(F)(F)(F)F.CN([CH:79]=[O:80])C. (5) Given the product [CH3:1][C:2]1[N:7]=[CH:6][C:5]([C:8]2([CH2:13][NH2:14])[CH2:12][CH2:11][CH2:10][O:9]2)=[CH:4][N:3]=1, predict the reactants needed to synthesize it. The reactants are: [CH3:1][C:2]1[N:7]=[CH:6][C:5]([C:8]2([C:13]#[N:14])[CH2:12][CH2:11][CH2:10][O:9]2)=[CH:4][N:3]=1.N. (6) Given the product [ClH:21].[NH2:10][CH2:9][C:8]1[CH:7]=[C:6]([NH:5][S:2]([CH3:1])(=[O:4])=[O:3])[CH:20]=[CH:19][CH:18]=1, predict the reactants needed to synthesize it. The reactants are: [CH3:1][S:2]([NH:5][C:6]1[CH:7]=[C:8]([CH:18]=[CH:19][CH:20]=1)[CH2:9][NH:10]C(=O)OC(C)(C)C)(=[O:4])=[O:3].[ClH:21].O1CCOCC1. (7) The reactants are: [C:1]([C:4]1[C:5]([O-:14])=[N:6][C:7]([C:10]([F:13])([F:12])[F:11])=[CH:8][CH:9]=1)(=[O:3])[CH3:2].[Na+].N1C[CH2:19][CH2:18][CH2:17]1. Given the product [CH3:17][C:18]1([CH3:19])[O:14][C:5]2=[N:6][C:7]([C:10]([F:12])([F:11])[F:13])=[CH:8][CH:9]=[C:4]2[C:1](=[O:3])[CH2:2]1, predict the reactants needed to synthesize it. (8) Given the product [CH2:19]([N:12]([C:5]1[CH:4]=[N:3][N:7]2[CH:8]=[CH:9][CH:10]=[CH:11][C:6]=12)[C:13]([CH:15]1[CH2:16][CH2:17]1)=[O:14])[CH3:20], predict the reactants needed to synthesize it. The reactants are: [H-].[Na+].[N:3]1[N:7]2[CH:8]=[CH:9][CH:10]=[CH:11][C:6]2=[C:5]([NH:12][C:13]([CH:15]2[CH2:17][CH2:16]2)=[O:14])[CH:4]=1.I[CH2:19][CH3:20].CCOC(C)=O. (9) Given the product [Br:1][C:2]1[CH:10]=[C:9]2[C:5]([C:6]([CH2:11][N:18]([CH3:19])[CH3:17])=[N:7][NH:8]2)=[CH:4][CH:3]=1, predict the reactants needed to synthesize it. The reactants are: [Br:1][C:2]1[CH:10]=[C:9]2[C:5]([C:6]([CH:11]=O)=[N:7][NH:8]2)=[CH:4][CH:3]=1.C(O)(=O)C.[CH3:17][NH:18][CH3:19].C(O[BH-](OC(=O)C)OC(=O)C)(=O)C.[Na+]. (10) Given the product [CH3:1][N:2]1[CH:6]=[N:5][N:4]=[C:3]1[C:7]([C:14]1[CH:19]=[CH:18][CH:17]=[CH:16][CH:15]=1)=[O:25], predict the reactants needed to synthesize it. The reactants are: [CH3:1][N:2]1[CH:6]=[N:5][N:4]=[C:3]1[C:7]#N.C[Si](Cl)(C)C.[C:14]1([Mg]Br)[CH:19]=[CH:18][CH:17]=[CH:16][CH:15]=1.C1C[O:25]CC1.